Dataset: Catalyst prediction with 721,799 reactions and 888 catalyst types from USPTO. Task: Predict which catalyst facilitates the given reaction. (1) Reactant: [CH3:1][O:2][C:3]1[CH:4]=[C:5]2[C:10](=[CH:11][C:12]=1[O:13][CH3:14])[NH:9][C:8](=[O:15])[CH:7]=[N:6]2.[H-].[Na+].CS(O[CH2:23][CH2:24][N:25]1[CH2:30][CH2:29][CH:28]([NH:31][C:32]([O:34][C:35]([CH3:38])([CH3:37])[CH3:36])=[O:33])[CH2:27][CH2:26]1)(=O)=O.C(OC(=O)NC1CCN(CCN2C3C(=CC=C(OC)C=3)C=CC2=O)CC1)(C)(C)C. Product: [C:35]([O:34][C:32](=[O:33])[NH:31][CH:28]1[CH2:29][CH2:30][N:25]([CH2:24][CH2:23][N:9]2[C:10]3[C:5](=[CH:4][C:3]([O:2][CH3:1])=[C:12]([O:13][CH3:14])[CH:11]=3)[N:6]=[CH:7][C:8]2=[O:15])[CH2:26][CH2:27]1)([CH3:38])([CH3:37])[CH3:36]. The catalyst class is: 21. (2) Reactant: N(C(C)=O)(CNC(C)=O)CNC(C)=O.C=O.O.[C:18]([OH:21])(=[O:20])[CH3:19].N(CC(O)=O)CC(O)=O.[C:31]([NH:34][CH2:35][C:36]([OH:38])=[O:37])(=[O:33])[CH3:32]. Product: [C:31]([N:34]([CH2:35][C:36]([OH:38])=[O:37])[CH2:19][C:18]([OH:21])=[O:20])(=[O:33])[CH3:32]. The catalyst class is: 21. (3) Reactant: [OH:1][C:2]1[CH:7]=[CH:6][CH:5]=[CH:4][C:3]=1[CH2:8][C:9]([OH:11])=[O:10].[Br-:12].[Br-].[Br-].[CH2:15]([N+](CCCC)(CCCC)CCCC)CCC.C([N+](CCCC)(CCCC)CCCC)CCC.C([N+](CCCC)(CCCC)CCCC)CCC. Product: [Br:12][C:5]1[CH:6]=[CH:7][C:2]([OH:1])=[C:3]([CH2:8][C:9]([O:11][CH3:15])=[O:10])[CH:4]=1. The catalyst class is: 5. (4) Reactant: [Li]CCCC.Br[C:7]1[CH:12]=[CH:11][C:10]([O:13][C:14]([F:17])([F:16])[F:15])=[C:9]([F:18])[CH:8]=1.[B:19](OC(C)C)([O:24]C(C)C)[O:20]C(C)C. Product: [F:18][C:9]1[CH:8]=[C:7]([B:19]([OH:24])[OH:20])[CH:12]=[CH:11][C:10]=1[O:13][C:14]([F:17])([F:16])[F:15]. The catalyst class is: 7. (5) Reactant: [N:1]1[N:5]2[CH:6]=[CH:7][C:8]([OH:10])=[N:9][C:4]2=[CH:3][CH:2]=1.[Br:11]N1C(=O)CCC1=O. Product: [Br:11][C:3]1[CH:2]=[N:1][N:5]2[CH:6]=[CH:7][C:8]([OH:10])=[N:9][C:4]=12. The catalyst class is: 139. (6) Reactant: [NH2:1][C:2]1[CH:36]=[CH:35][C:5]([O:6][C:7]2[CH:12]=[CH:11][N:10]=[C:9]3[CH:13]=[C:14]([C:16]4[N:21]=[CH:20][C:19]([CH2:22][N:23]([CH2:31][CH2:32][O:33][CH3:34])C(=O)OC(C)(C)C)=[CH:18][CH:17]=4)[S:15][C:8]=23)=[C:4]([F:37])[CH:3]=1.[CH2:38]([O:40][CH:41](O)[C:42]([F:45])([F:44])[F:43])[CH3:39]. Product: [CH2:38]([O:40][CH:41]([NH:1][C:2]1[CH:36]=[CH:35][C:5]([O:6][C:7]2[CH:12]=[CH:11][N:10]=[C:9]3[CH:13]=[C:14]([C:16]4[CH:17]=[CH:18][C:19]([CH2:22][NH:23][CH2:31][CH2:32][O:33][CH3:34])=[CH:20][N:21]=4)[S:15][C:8]=23)=[C:4]([F:37])[CH:3]=1)[C:42]([F:45])([F:44])[F:43])[CH3:39]. The catalyst class is: 14.